This data is from Forward reaction prediction with 1.9M reactions from USPTO patents (1976-2016). The task is: Predict the product of the given reaction. (1) Given the reactants Br[C:2]1[CH:7]=[CH:6][C:5]([C:8]2[S:12][C:11]([C@H:13]3[CH2:18][CH2:17][C@H:16]([C:19]([O:21][CH3:22])=[O:20])[CH2:15][CH2:14]3)=[N:10][N:9]=2)=[CH:4][CH:3]=1.[CH3:23][C:24]1([CH3:30])[CH2:29][CH2:28][NH:27][CH2:26][CH2:25]1.C1(P(C2CCCCC2)C2C=CC=CC=2C2C(N(C)C)=CC=CC=2)CCCCC1.P([O-])([O-])([O-])=O.[K+].[K+].[K+].Cl, predict the reaction product. The product is: [CH3:23][C:24]1([CH3:30])[CH2:29][CH2:28][N:27]([C:2]2[CH:7]=[CH:6][C:5]([C:8]3[S:12][C:11]([CH:13]4[CH2:18][CH2:17][CH:16]([C:19]([O:21][CH3:22])=[O:20])[CH2:15][CH2:14]4)=[N:10][N:9]=3)=[CH:4][CH:3]=2)[CH2:26][CH2:25]1. (2) Given the reactants [C:1]([O:5][C:6](=[O:34])[C:7]1[CH:12]=[CH:11][C:10]([CH2:13][CH:14]([C:18]2[CH:23]=[CH:22][C:21]([C:24]3[CH2:29][CH2:28][C@@H:27]([C:30]([CH3:33])([CH3:32])[CH3:31])[CH2:26][CH:25]=3)=[CH:20][CH:19]=2)[C:15](O)=[O:16])=[CH:9][CH:8]=1)([CH3:4])([CH3:3])[CH3:2].C(Cl)(=O)C(Cl)=O.[Cl:41][C:42]1(N)[CH:47]=[CH:46][C:45]([C:48]2[CH:53]=[CH:52][CH:51]=[CH:50][CH:49]=2)=[C:44]([CH3:54])[CH2:43]1.CC[N:58](C(C)C)C(C)C, predict the reaction product. The product is: [C:1]([O:5][C:6](=[O:34])[C:7]1[CH:12]=[CH:11][C:10]([CH2:13][CH:14]([C:18]2[CH:23]=[CH:22][C:21]([C:24]3[CH2:29][CH2:28][C@@H:27]([C:30]([CH3:33])([CH3:32])[CH3:31])[CH2:26][CH:25]=3)=[CH:20][CH:19]=2)[C:15](=[O:16])[NH:58][C:51]2[CH:52]=[CH:53][C:48]([C:45]3[CH:46]=[CH:47][C:42]([Cl:41])=[CH:43][C:44]=3[CH3:54])=[CH:49][CH:50]=2)=[CH:9][CH:8]=1)([CH3:4])([CH3:3])[CH3:2]. (3) The product is: [NH2:1][C:2]1[C:10]2[CH2:9][CH2:8][N:7]([C:11]3[CH:16]=[CH:15][C:14]([CH3:17])=[CH:13][CH:12]=3)[C:6](=[O:18])[C:5]=2[N:4]([C:19](=[O:22])[CH2:27][CH2:28][N:30]2[CH2:31][CH2:32][N:33]([C:36]3[CH:41]=[CH:40][C:39]([O:42][CH3:43])=[CH:38][CH:37]=3)[CH2:34][CH2:35]2)[N:3]=1. Given the reactants [NH2:1][C:2]1[C:10]2[CH2:9][CH2:8][N:7]([C:11]3[CH:16]=[CH:15][C:14]([CH3:17])=[CH:13][CH:12]=3)[C:6](=[O:18])[C:5]=2[NH:4][N:3]=1.[C:19](=[O:22])([O-])[O-].[K+].[K+].ClC[CH2:27][C:28]([N:30]1[CH2:35][CH2:34][N:33]([C:36]2[CH:41]=[CH:40][C:39]([O:42][CH3:43])=[CH:38][CH:37]=2)[CH2:32][CH2:31]1)=O, predict the reaction product. (4) The product is: [CH:1]1([CH2:4][N:5]2[C:10](=[O:11])[C:9]([CH2:12][CH2:13][CH2:14][N:30]([CH3:31])[CH3:29])=[CH:8][C:7]([C:20]3[CH:25]=[CH:24][C:23]([O:26][CH3:27])=[C:22]([F:28])[CH:21]=3)=[N:6]2)[CH2:3][CH2:2]1. Given the reactants [CH:1]1([CH2:4][N:5]2[C:10](=[O:11])[C:9]([CH2:12][CH2:13][CH2:14]OS(C)(=O)=O)=[CH:8][C:7]([C:20]3[CH:25]=[CH:24][C:23]([O:26][CH3:27])=[C:22]([F:28])[CH:21]=3)=[N:6]2)[CH2:3][CH2:2]1.[CH3:29][NH:30][CH3:31], predict the reaction product. (5) Given the reactants [I:1][C:2]1[CH:3]=[CH:4][C:5]([CH2:9][N:10]2[CH2:15][CH2:14][O:13][CH2:12][CH2:11]2)=[C:6]([NH2:8])[CH:7]=1.Cl[C:17]1[C:22]([Cl:23])=[CH:21][N:20]=[C:19]([NH2:24])[N:18]=1.Cl.[OH-].[Na+], predict the reaction product. The product is: [Cl:23][C:22]1[C:17]([NH:8][C:6]2[CH:7]=[C:2]([I:1])[CH:3]=[CH:4][C:5]=2[CH2:9][N:10]2[CH2:15][CH2:14][O:13][CH2:12][CH2:11]2)=[N:18][C:19]([NH2:24])=[N:20][CH:21]=1. (6) Given the reactants [CH:1]1([CH2:4][C:5]2[C:10]([C:11]3[CH:16]=[CH:15][N:14]=[C:13]([S:17][CH3:18])[N:12]=3)=[CH:9][N:8]=[C:7]([NH2:19])[N:6]=2)[CH2:3][CH2:2]1.C1C=C(Cl)C=C(C(OO)=[O:28])C=1, predict the reaction product. The product is: [CH:1]1([CH2:4][C:5]2[C:10]([C:11]3[CH:16]=[CH:15][N:14]=[C:13]([S:17]([CH3:18])=[O:28])[N:12]=3)=[CH:9][N:8]=[C:7]([NH2:19])[N:6]=2)[CH2:2][CH2:3]1. (7) Given the reactants [C:1]([N:4]1[C:13]2[C:8](=[CH:9][C:10](Br)=[CH:11][CH:12]=2)[C@H:7]([NH:15][C:16](=[O:21])[O:17][CH:18]([CH3:20])[CH3:19])[CH2:6][C@@H:5]1[CH3:22])(=[O:3])[CH3:2].CC1(C)C(C)(C)OB([C:31]2[CH:36]=[CH:35][C:34]([NH2:37])=[CH:33][CH:32]=2)O1.C(=O)([O-])[O-].[K+].[K+].O1CCOCC1, predict the reaction product. The product is: [C:1]([N:4]1[C:13]2[C:8](=[CH:9][C:10]([C:31]3[CH:36]=[CH:35][C:34]([NH2:37])=[CH:33][CH:32]=3)=[CH:11][CH:12]=2)[C@H:7]([NH:15][C:16](=[O:21])[O:17][CH:18]([CH3:20])[CH3:19])[CH2:6][C@@H:5]1[CH3:22])(=[O:3])[CH3:2].